This data is from Full USPTO retrosynthesis dataset with 1.9M reactions from patents (1976-2016). The task is: Predict the reactants needed to synthesize the given product. Given the product [Cl:14][C:15]1[CH:35]=[CH:34][C:33]([O:36][C@@H:37]([CH2:42][CH3:43])[C:38]([O:40][CH3:41])=[O:39])=[CH:32][C:16]=1[CH2:17][N:18]1[C:26]2[C:21](=[CH:22][C:23]([C:27](=[O:28])[NH:13][C@H:11]([C:7]3[CH:8]=[CH:9][CH:10]=[C:5]([CH:2]([CH3:4])[CH3:3])[CH:6]=3)[CH3:12])=[CH:24][CH:25]=2)[C:20]([CH3:30])=[C:19]1[CH3:31], predict the reactants needed to synthesize it. The reactants are: Cl.[CH:2]([C:5]1[CH:6]=[C:7]([C@@H:11]([NH2:13])[CH3:12])[CH:8]=[CH:9][CH:10]=1)([CH3:4])[CH3:3].[Cl:14][C:15]1[CH:35]=[CH:34][C:33]([O:36][C@@H:37]([CH2:42][CH3:43])[C:38]([O:40][CH3:41])=[O:39])=[CH:32][C:16]=1[CH2:17][N:18]1[C:26]2[C:21](=[CH:22][C:23]([C:27](O)=[O:28])=[CH:24][CH:25]=2)[C:20]([CH3:30])=[C:19]1[CH3:31].